The task is: Predict the reaction yield, written as a fraction of the theoretical maximum amount of product (1.0 means a 100% yield; for example, 0.34 means a 34% yield).. This data is from Reaction yield outcomes from USPTO patents with 853,638 reactions. (1) The reactants are [CH3:1][O:2][C:3]1[CH:52]=[CH:51][C:6]([C:7]([O:22][CH2:23][C:24]2[CH:25]=[C:26]([CH:48]=[CH:49][CH:50]=2)[CH2:27][NH:28][C:29]([NH:31][CH2:32][C:33]2[CH:38]=[CH:37][CH:36]=[C:35]([CH2:39][O:40][Si](C(C)(C)C)(C)C)[N:34]=2)=[O:30])([C:16]2[CH:21]=[CH:20][CH:19]=[CH:18][CH:17]=2)[C:8]2[CH:13]=[CH:12][C:11]([O:14][CH3:15])=[CH:10][CH:9]=2)=[CH:5][CH:4]=1.CCCC[N+](CCCC)(CCCC)CCCC.[F-]. The catalyst is C1COCC1. The product is [CH3:15][O:14][C:11]1[CH:10]=[CH:9][C:8]([C:7]([O:22][CH2:23][C:24]2[CH:25]=[C:26]([CH:48]=[CH:49][CH:50]=2)[CH2:27][NH:28][C:29]([NH:31][CH2:32][C:33]2[CH:38]=[CH:37][CH:36]=[C:35]([CH2:39][OH:40])[N:34]=2)=[O:30])([C:16]2[CH:17]=[CH:18][CH:19]=[CH:20][CH:21]=2)[C:6]2[CH:5]=[CH:4][C:3]([O:2][CH3:1])=[CH:52][CH:51]=2)=[CH:13][CH:12]=1. The yield is 0.980. (2) The catalyst is O1CCCC1.[Pd].[OH-].[OH-].[Pd+2]. The product is [CH2:31]([NH:30][N:21]1[C:22]2[C:27](=[CH:26][CH:25]=[CH:24][CH:23]=2)[C:28]([OH:29])=[C:19]([C:14]2[NH:13][C:12]3[CH:36]=[CH:37][C:9]([OH:8])=[CH:10][C:11]=3[S:16](=[O:17])(=[O:18])[N:15]=2)[C:20]1=[O:35])[CH2:32][CH2:33][CH3:34]. The yield is 1.00. The reactants are C([O:8][C:9]1[CH:37]=[CH:36][C:12]2[NH:13][C:14]([C:19]3[C:20](=[O:35])[N:21]([NH:30][CH2:31][CH2:32][CH2:33][CH3:34])[C:22]4[C:27]([C:28]=3[OH:29])=[CH:26][CH:25]=[CH:24][CH:23]=4)=[N:15][S:16](=[O:18])(=[O:17])[C:11]=2[CH:10]=1)C1C=CC=CC=1.C([O-])=O.[NH4+]. (3) The reactants are [Br:1][C:2]1[C:3]([C:21](OC)=[O:22])=[CH:4][C:5]2[C:10]([CH:11]=1)=[C:9]([CH2:12][C:13]1[CH:18]=[CH:17][C:16]([CH2:19][CH3:20])=[CH:15][CH:14]=1)[CH:8]=[CH:7][CH:6]=2.[H-].[Al+3].[Li+].[H-].[H-].[H-].O. The catalyst is C(OCC)C. The product is [Br:1][C:2]1[C:3]([CH2:21][OH:22])=[CH:4][C:5]2[C:10]([CH:11]=1)=[C:9]([CH2:12][C:13]1[CH:14]=[CH:15][C:16]([CH2:19][CH3:20])=[CH:17][CH:18]=1)[CH:8]=[CH:7][CH:6]=2. The yield is 0.890.